Dataset: Catalyst prediction with 721,799 reactions and 888 catalyst types from USPTO. Task: Predict which catalyst facilitates the given reaction. (1) Reactant: Cl[CH2:2][C:3]1[N:4]=[C:5]2[S:12][C:11]([CH3:13])=[C:10]([C:14]([O:16][CH3:17])=[O:15])[N:6]2[C:7](=[O:9])[CH:8]=1.[F:18][C:19]1[C:24]([C:25]([F:28])([F:27])[F:26])=[CH:23][CH:22]=[CH:21][C:20]=1B(O)O.C(=O)([O-])[O-].[K+].[K+]. Product: [F:18][C:19]1[C:24]([C:25]([F:26])([F:27])[F:28])=[CH:23][CH:22]=[CH:21][C:20]=1[CH2:2][C:3]1[N:4]=[C:5]2[S:12][C:11]([CH3:13])=[C:10]([C:14]([O:16][CH3:17])=[O:15])[N:6]2[C:7](=[O:9])[CH:8]=1. The catalyst class is: 688. (2) Reactant: [OH:1][C:2]1[CH:9]=[CH:8][CH:7]=[CH:6][C:3]=1[C:4]#[N:5].[OH-].[K+].Cl[C:13]1[N:18]=[CH:17][N:16]=[C:15]([O:19][C:20]2[CH:25]=[CH:24][CH:23]=[CH:22][C:21]=2/[C:26](=[CH:31]\[O:32][CH3:33])/[C:27]([O:29][CH3:30])=[O:28])[CH:14]=1.C1N2CCN(CC2)C1.C(=O)([O-])[O-].[K+].[K+]. Product: [CH3:33][O:32]/[CH:31]=[C:26](/[C:27]([O:29][CH3:30])=[O:28])\[C:21]1[C:20]([O:19][C:15]2[CH:14]=[C:13]([O:1][C:2]3[C:3]([C:4]#[N:5])=[CH:6][CH:7]=[CH:8][CH:9]=3)[N:18]=[CH:17][N:16]=2)=[CH:25][CH:24]=[CH:23][CH:22]=1. The catalyst class is: 69.